Task: Regression. Given a peptide amino acid sequence and an MHC pseudo amino acid sequence, predict their binding affinity value. This is MHC class I binding data.. Dataset: Peptide-MHC class I binding affinity with 185,985 pairs from IEDB/IMGT (1) The peptide sequence is LRYGNVLDV. The MHC is HLA-B46:01 with pseudo-sequence HLA-B46:01. The binding affinity (normalized) is 0.0847. (2) The peptide sequence is IFLKPEETF. The MHC is HLA-B07:02 with pseudo-sequence HLA-B07:02. The binding affinity (normalized) is 0.0847. (3) The peptide sequence is LVTMGTGTFGR. The MHC is HLA-A25:01 with pseudo-sequence HLA-A25:01. The binding affinity (normalized) is 0.0847. (4) The peptide sequence is KAVANFATM. The MHC is H-2-Ld with pseudo-sequence H-2-Ld. The binding affinity (normalized) is 0.0570. (5) The peptide sequence is ITKEKKEEL. The MHC is HLA-A11:01 with pseudo-sequence HLA-A11:01. The binding affinity (normalized) is 0.0847.